Dataset: Catalyst prediction with 721,799 reactions and 888 catalyst types from USPTO. Task: Predict which catalyst facilitates the given reaction. (1) The catalyst class is: 10. Product: [C:1]([O:5][C:6]([N:8]1[CH2:9][CH2:10][CH:11]([C:14]2[O:15][C:18]([C:20]3[C:21]([NH2:27])=[N:22][CH:23]=[C:24]([Br:26])[CH:25]=3)=[N:17][N:16]=2)[CH2:12][CH2:13]1)=[O:7])([CH3:2])([CH3:3])[CH3:4]. Reactant: [C:1]([O:5][C:6]([N:8]1[CH2:13][CH2:12][CH:11]([C:14]([NH:16][NH:17][C:18]([C:20]2[C:21]([NH2:27])=[N:22][CH:23]=[C:24]([Br:26])[CH:25]=2)=O)=[O:15])[CH2:10][CH2:9]1)=[O:7])([CH3:4])([CH3:3])[CH3:2].C1CCN2C(=NCCC2)CC1.C1C=CC(P(C2C=CC=CC=2)C2C=CC=CC=2)=CC=1.C(Cl)(Cl)(Cl)Cl. (2) Reactant: [C:1]([O:5][C:6]([NH:8][C@@H:9]([CH2:13][C:14]1[CH:19]=[CH:18][C:17]([N+:20]([O-:22])=[O:21])=[CH:16][CH:15]=1)[C:10]([OH:12])=[O:11])=[O:7])([CH3:4])([CH3:3])[CH3:2].[Si](C=[N+]=[N-])(C)(C)[CH3:24]. Product: [CH3:24][O:11][C:10](=[O:12])[C@@H:9]([NH:8][C:6]([O:5][C:1]([CH3:4])([CH3:2])[CH3:3])=[O:7])[CH2:13][C:14]1[CH:19]=[CH:18][C:17]([N+:20]([O-:22])=[O:21])=[CH:16][CH:15]=1. The catalyst class is: 442. (3) Reactant: [F:1][C:2]1[CH:7]=[CH:6][C:5]([C:8]2[NH:9][C:10](=[S:21])[NH:11][C:12]=2[C:13]2[CH:18]=[CH:17][N:16]=[C:15]([O:19][CH3:20])[CH:14]=2)=[CH:4][CH:3]=1.[CH3:22]I. Product: [F:1][C:2]1[CH:3]=[CH:4][C:5]([C:8]2[N:9]=[C:10]([S:21][CH3:22])[NH:11][C:12]=2[C:13]2[CH:18]=[CH:17][N:16]=[C:15]([O:19][CH3:20])[CH:14]=2)=[CH:6][CH:7]=1. The catalyst class is: 5. (4) Reactant: [C:1]1([C:7]2[CH:8]=[CH:9][N:10]3[C:15]=2[C:14]([NH:16][CH2:17][C:18]2[CH:23]=[CH:22][CH:21]=[CH:20][N:19]=2)=[N:13][C:12]([C:24]2([NH:27]C(=O)OC(C)(C)C)[CH2:26][CH2:25]2)=[N:11]3)[CH:6]=[CH:5][CH:4]=[CH:3][CH:2]=1.C(O)(C(F)(F)F)=O. Product: [NH2:27][C:24]1([C:12]2[N:13]=[C:14]([NH:16][CH2:17][C:18]3[CH:23]=[CH:22][CH:21]=[CH:20][N:19]=3)[C:15]3=[C:7]([C:1]4[CH:6]=[CH:5][CH:4]=[CH:3][CH:2]=4)[CH:8]=[CH:9][N:10]3[N:11]=2)[CH2:25][CH2:26]1. The catalyst class is: 2. (5) Reactant: [NH:1](C(OC(C)(C)C)=O)[CH2:2][C:3]([OH:5])=[O:4].[F:13][C:14]([F:19])([F:18])[C:15]([OH:17])=[O:16]. Product: [F:13][C:14]([F:19])([F:18])[C:15]([OH:17])=[O:16].[NH2:1][CH2:2][C:3]([OH:5])=[O:4]. The catalyst class is: 2. (6) Reactant: [CH3:1][O:2][C:3]1[CH:19]=[CH:18][C:6]2[N:7]=[C:8]([NH:10][C:11]([N:13]3[CH:17]=[CH:16]N=C3)=S)[S:9][C:5]=2[CH:4]=1.[CH:20](N=C=NC(C)C)([CH3:22])[CH3:21].C(Cl)(Cl)Cl.[OH2:33].Cl.[CH3:35][N:36]([CH:38]=O)[CH3:37]. Product: [CH3:1][O:2][C:3]1[CH:19]=[CH:18][C:6]2[N:7]=[C:8]([NH:10][C:11]3[O:33][C:16]4([CH2:37][N:36]5[CH2:38][CH:21]4[CH2:20][CH2:22][CH2:35]5)[CH2:17][N:13]=3)[S:9][C:5]=2[CH:4]=1. The catalyst class is: 6.